Dataset: Reaction yield outcomes from USPTO patents with 853,638 reactions. Task: Predict the reaction yield, written as a fraction of the theoretical maximum amount of product (1.0 means a 100% yield; for example, 0.34 means a 34% yield). (1) The reactants are [F:1][C:2]1[C:7]2[N:8]=[CH:9][O:10][C:6]=2[CH:5]=[C:4]([C:11]([OH:13])=[O:12])[C:3]=1[NH:14][C:15]1[CH:20]=[CH:19][CH:18]=[CH:17][C:16]=1[F:21].C1C(=O)N([I:29])C(=O)C1.FC(F)(F)C(O)=O. The catalyst is CN(C=O)C. The product is [F:1][C:2]1[C:7]2[N:8]=[CH:9][O:10][C:6]=2[CH:5]=[C:4]([C:11]([OH:13])=[O:12])[C:3]=1[NH:14][C:15]1[CH:20]=[CH:19][C:18]([I:29])=[CH:17][C:16]=1[F:21]. The yield is 0.612. (2) The reactants are [Li+].[Cl-].[Br:3][C:4]1[CH:5]=[N:6][C:7]([F:18])=[C:8]([C:16]=1[F:17])[C:9]([O:11][C:12]([CH3:15])([CH3:14])[CH3:13])=[O:10].[Br:19]C(Br)(F)C(F)(F)F. The catalyst is C1COCC1. The product is [Br:3][C:4]1[C:5]([Br:19])=[N:6][C:7]([F:18])=[C:8]([C:16]=1[F:17])[C:9]([O:11][C:12]([CH3:14])([CH3:15])[CH3:13])=[O:10]. The yield is 0.770. (3) The reactants are C[O:2][C:3]([C:5]1[C:6]([C:24]2[CH:29]=[CH:28][C:27]([C:30](O)=[O:31])=[CH:26][CH:25]=2)=[CH:7][CH:8]=[C:9]([C:11]2[S:12][CH:13]=[C:14]([C:16]3[CH:21]=[CH:20][C:19]([Cl:22])=[C:18]([Cl:23])[CH:17]=3)[N:15]=2)[CH:10]=1)=[O:4].[S:33]1[CH:37]=[CH:36][CH:35]=[C:34]1[CH2:38][NH2:39]. No catalyst specified. The product is [Cl:23][C:18]1[CH:17]=[C:16]([C:14]2[N:15]=[C:11]([C:9]3[CH:10]=[C:5]([C:3]([OH:4])=[O:2])[C:6]([C:24]4[CH:29]=[CH:28][C:27]([C:30](=[O:31])[NH:39][CH2:38][C:34]5[S:33][CH:37]=[CH:36][CH:35]=5)=[CH:26][CH:25]=4)=[CH:7][CH:8]=3)[S:12][CH:13]=2)[CH:21]=[CH:20][C:19]=1[Cl:22]. The yield is 0.400.